The task is: Predict the reaction yield, written as a fraction of the theoretical maximum amount of product (1.0 means a 100% yield; for example, 0.34 means a 34% yield).. This data is from Reaction yield outcomes from USPTO patents with 853,638 reactions. (1) The reactants are [CH2:1]([C@@H:5]1[NH:10][CH2:9][C@H:8]([CH:11]([CH3:13])[CH3:12])[NH:7][C:6]1=[O:14])[CH:2]([CH3:4])[CH3:3].[Cl:15][C:16]1[CH:21]=[CH:20][C:19]([C@@H:22]2[CH2:24][C@H:23]2[C:25](O)=[O:26])=[C:18]([F:28])[CH:17]=1.C([C@@H]1N(C(=O)/C=C/C2C=CC=CC=2)C[C@H](CC(C)C)NC1=O)C(C)C. No catalyst specified. The product is [Cl:15][C:16]1[CH:21]=[CH:20][C:19]([C@@H:22]2[CH2:24][C@H:23]2[C:25]([N:10]2[CH2:9][C@H:8]([CH:11]([CH3:13])[CH3:12])[NH:7][C:6](=[O:14])[C@@H:5]2[CH2:1][CH:2]([CH3:4])[CH3:3])=[O:26])=[C:18]([F:28])[CH:17]=1. The yield is 0.187. (2) The reactants are [Cl:1][C:2]1[N:3]=[C:4](Cl)[C:5]2[CH2:10][CH2:9][CH:8]([C:11]3[CH:12]=[N:13][C:14]([C:17]([F:20])([F:19])[F:18])=[CH:15][CH:16]=3)[C:6]=2[N:7]=1.[CH3:22][NH2:23]. The catalyst is CN1C(=O)CCC1. The product is [Cl:1][C:2]1[N:3]=[C:4]([NH:23][CH3:22])[C:5]2[CH2:10][CH2:9][CH:8]([C:11]3[CH:12]=[N:13][C:14]([C:17]([F:20])([F:19])[F:18])=[CH:15][CH:16]=3)[C:6]=2[N:7]=1. The yield is 0.246. (3) The reactants are [C:1]([O:5][C:6]([N:8]1[CH2:23][C@@H:22]([CH3:24])[N:11]2[C:12]3[CH:13]=[C:14]([C:19]([OH:21])=O)[CH:15]=[CH:16][C:17]=3[CH2:18][C@@H:10]2[CH2:9]1)=[O:7])([CH3:4])([CH3:3])[CH3:2].[CH2:25]([NH2:29])[CH2:26][CH2:27][CH3:28].C(N1CCOCC1)C.F[P-](F)(F)(F)(F)F.N1(O[P+](N(C)C)(N(C)C)N(C)C)C2C=CC=CC=2N=N1.Cl. The catalyst is ClCCl. The product is [C:1]([O:5][C:6]([N:8]1[CH2:23][C@@H:22]([CH3:24])[N:11]2[C:12]3[CH:13]=[C:14]([C:19](=[O:21])[NH:29][CH2:25][CH2:26][CH2:27][CH3:28])[CH:15]=[CH:16][C:17]=3[CH2:18][C@@H:10]2[CH2:9]1)=[O:7])([CH3:2])([CH3:4])[CH3:3]. The yield is 0.980. (4) The reactants are C([C:3]1[CH:4]=[C:5]([CH:11]=[CH:12][C:13]=1F)[CH2:6]NC(N)=O)#N.[H-].[Na+].[CH2:17]([O:24]C1C=CC(CCl)=CC=1)[C:18]1[CH:23]=[CH:22][CH:21]=[CH:20][CH:19]=1. The catalyst is CN(C=O)C. The product is [CH2:17]([O:24][CH2:6][C:5]1[CH:4]=[CH:3][CH:13]=[CH:12][CH:11]=1)[C:18]1[CH:23]=[CH:22][CH:21]=[CH:20][CH:19]=1. The yield is 0.670.